Dataset: Reaction yield outcomes from USPTO patents with 853,638 reactions. Task: Predict the reaction yield, written as a fraction of the theoretical maximum amount of product (1.0 means a 100% yield; for example, 0.34 means a 34% yield). (1) The yield is 0.600. The catalyst is CO. The reactants are CC1C=C(C)[N:4]([C:8](=[NH:23])[NH:9][C:10](=S)[NH:11][C:12]2[CH:13]=[C:14]([CH:19]=[CH:20][CH:21]=2)[C:15]([O:17][CH3:18])=[O:16])[N:3]=1.NN. The product is [NH2:23][C:8]1[NH:4][N:3]=[C:10]([NH:11][C:12]2[CH:13]=[C:14]([CH:19]=[CH:20][CH:21]=2)[C:15]([O:17][CH3:18])=[O:16])[N:9]=1. (2) The catalyst is [Cu]I.CN(C)C=O. The reactants are [N+:1]([C:4]1[CH:5]=[N:6][NH:7][CH:8]=1)([O-:3])=[O:2].I[C:10]1[CH:15]=[CH:14][CH:13]=[CH:12][CH:11]=1.C(=O)([O-])[O-].[K+].[K+]. The yield is 0.330. The product is [N+:1]([C:4]1[CH:5]=[N:6][N:7]([C:10]2[CH:15]=[CH:14][CH:13]=[CH:12][CH:11]=2)[CH:8]=1)([O-:3])=[O:2]. (3) The reactants are [F:1][C:2]1[CH:10]=[CH:9][CH:8]=[C:7]([F:11])[C:3]=1[C:4](Cl)=[O:5].[CH3:12][O:13][C:14]1[CH:22]=[C:21]2[C:17]([CH2:18][CH2:19][CH2:20]2)=[CH:16][C:15]=1[C:23]1[CH:24]=[CH:25][C:26]([NH2:29])=[N:27][CH:28]=1.CCN(C(C)C)C(C)C. The catalyst is ClCCl.O1CCCC1.CO.[OH-].[Na+]. The product is [F:1][C:2]1[CH:10]=[CH:9][CH:8]=[C:7]([F:11])[C:3]=1[C:4]([NH:29][C:26]1[CH:25]=[CH:24][C:23]([C:15]2[CH:16]=[C:17]3[C:21](=[CH:22][C:14]=2[O:13][CH3:12])[CH2:20][CH2:19][CH2:18]3)=[CH:28][N:27]=1)=[O:5]. The yield is 0.300. (4) The reactants are [NH2:1][CH:2]1[CH2:7][CH2:6][N:5]([C:8]([O:10][CH2:11][CH2:12][CH2:13][CH3:14])=[O:9])[CH2:4][CH2:3]1.[CH3:15][S:16](Cl)(=[O:18])=[O:17].CCN(C(C)C)C(C)C.ClCCl. The catalyst is O. The product is [CH3:15][S:16]([NH:1][CH:2]1[CH2:3][CH2:4][N:5]([C:8]([O:10][CH2:11][CH2:12][CH2:13][CH3:14])=[O:9])[CH2:6][CH2:7]1)(=[O:18])=[O:17]. The yield is 0.960. (5) The reactants are [N:1]1([C:7](=[O:9])[CH3:8])[CH2:6][CH2:5][NH:4][CH2:3][CH2:2]1.[C:10]([O-])([O-])=O.[K+].[K+].Br[C:17]([Br:20])([CH3:19])C. No catalyst specified. The product is [Br:20][CH2:17][CH2:19][CH2:10][N:4]1[CH2:5][CH2:6][N:1]([C:7](=[O:9])[CH3:8])[CH2:2][CH2:3]1. The yield is 0.320. (6) The reactants are [Cl:1][C:2]1[CH:7]=[C:6]([Cl:8])[CH:5]=[CH:4][C:3]=1[NH:9][C:10]1[N:14]([CH2:15][CH2:16][C:17]([O:19]CC)=[O:18])[C:13]2[C:22]([N:26]([CH2:29][CH3:30])[CH2:27][CH3:28])=[CH:23][CH:24]=[CH:25][C:12]=2[N:11]=1.[OH-].[Na+].Cl. The catalyst is O1CCCC1.CO. The product is [Cl:1][C:2]1[CH:7]=[C:6]([Cl:8])[CH:5]=[CH:4][C:3]=1[NH:9][C:10]1[N:14]([CH2:15][CH2:16][C:17]([OH:19])=[O:18])[C:13]2[C:22]([N:26]([CH2:27][CH3:28])[CH2:29][CH3:30])=[CH:23][CH:24]=[CH:25][C:12]=2[N:11]=1. The yield is 0.780. (7) The reactants are Cl.[F:2][CH2:3][C:4]([C:8]1[O:12][N:11]=[C:10]([NH:13][C:14](=[O:38])[NH:15][C:16]2[CH:21]=[CH:20][C:19]([NH:22][C:23](=[O:37])[C:24]3[CH:29]=[CH:28][C:27]([O:30][CH:31]4[CH2:36][CH2:35][NH:34][CH2:33][CH2:32]4)=[CH:26][N:25]=3)=[CH:18][CH:17]=2)[CH:9]=1)([CH3:7])[CH2:5][F:6].CCN(C(C)C)C(C)C.FC(F)(F)S(O[CH2:54][C:55]([F:58])([F:57])[F:56])(=O)=O. The catalyst is CC#N. The product is [F:2][CH2:3][C:4]([C:8]1[O:12][N:11]=[C:10]([NH:13][C:14](=[O:38])[NH:15][C:16]2[CH:17]=[CH:18][C:19]([NH:22][C:23](=[O:37])[C:24]3[CH:29]=[CH:28][C:27]([O:30][CH:31]4[CH2:32][CH2:33][N:34]([CH2:54][C:55]([F:58])([F:57])[F:56])[CH2:35][CH2:36]4)=[CH:26][N:25]=3)=[CH:20][CH:21]=2)[CH:9]=1)([CH3:7])[CH2:5][F:6]. The yield is 0.740. (8) The reactants are CO[C:3](=[O:26])[C:4]1[CH:9]=[CH:8][C:7]([O:10][CH2:11][C:12]2[C:13]([C:18]3[CH:23]=[CH:22][C:21]([F:24])=[C:20]([F:25])[CH:19]=3)=[N:14][O:15][C:16]=2[CH3:17])=[N:6][CH:5]=1.[NH2:27][C:28]([CH3:32])([CH3:31])[CH2:29][OH:30]. No catalyst specified. The product is [F:25][C:20]1[CH:19]=[C:18]([C:13]2[C:12]([CH2:11][O:10][C:7]3[CH:8]=[CH:9][C:4]([C:3]([NH:27][C:28]([CH3:32])([CH3:31])[CH2:29][OH:30])=[O:26])=[CH:5][N:6]=3)=[C:16]([CH3:17])[O:15][N:14]=2)[CH:23]=[CH:22][C:21]=1[F:24]. The yield is 0.500. (9) The reactants are C(NC(C)C)(C)C.[C:8]1([CH2:14][CH2:15][C:16]([O:18][CH2:19][CH3:20])=[O:17])[CH:13]=[CH:12][CH:11]=[CH:10][CH:9]=1.[O:21]=[C:22]([CH2:28][CH2:29][C:30]1[CH:35]=[CH:34][CH:33]=[CH:32][CH:31]=1)[C:23]([O:25][CH2:26][CH3:27])=[O:24].C(O)(=O)C. The catalyst is O1CCCC1.CCCCCC.C(OCC)(=O)C. The product is [CH2:14]([CH:15]([C:16]([O:18][CH2:19][CH3:20])=[O:17])[C:22]([CH2:28][CH2:29][C:30]1[CH:31]=[CH:32][CH:33]=[CH:34][CH:35]=1)([OH:21])[C:23]([O:25][CH2:26][CH3:27])=[O:24])[C:8]1[CH:13]=[CH:12][CH:11]=[CH:10][CH:9]=1. The yield is 0.210.